From a dataset of Reaction yield outcomes from USPTO patents with 853,638 reactions. Predict the reaction yield, written as a fraction of the theoretical maximum amount of product (1.0 means a 100% yield; for example, 0.34 means a 34% yield). (1) The reactants are C([O:3][C:4]([C:6]1[NH:7][C:8]2[C:13]([C:14]=1[C:15]1[CH:20]=[CH:19][C:18]([O:21][CH3:22])=[CH:17][CH:16]=1)=[CH:12][C:11]([NH:23][S:24]([C:27]1[CH:32]=[CH:31][C:30]([C:33]([CH3:36])([CH3:35])[CH3:34])=[CH:29][CH:28]=1)(=[O:26])=[O:25])=[CH:10][CH:9]=2)=[O:5])C.[OH-].[Na+]. The catalyst is C(O)C.O. The product is [C:33]([C:30]1[CH:31]=[CH:32][C:27]([S:24]([NH:23][C:11]2[CH:12]=[C:13]3[C:8](=[CH:9][CH:10]=2)[NH:7][C:6]([C:4]([OH:5])=[O:3])=[C:14]3[C:15]2[CH:16]=[CH:17][C:18]([O:21][CH3:22])=[CH:19][CH:20]=2)(=[O:26])=[O:25])=[CH:28][CH:29]=1)([CH3:36])([CH3:34])[CH3:35]. The yield is 1.00. (2) The reactants are C([O:4][CH2:5][CH:6]1[CH2:8][CH:7]1[C:9]([NH:11][C:12]1[S:20][C:15]2[CH2:16][O:17][CH2:18][CH2:19][C:14]=2[C:13]=1[C:21]([NH2:23])=[O:22])=[O:10])C=C.C1(C)C=CC(S(O)(=O)=O)=CC=1. The catalyst is [Pd].CO.O. The product is [OH:4][CH2:5][CH:6]1[CH2:8][CH:7]1[C:9]([NH:11][C:12]1[S:20][C:15]2[CH2:16][O:17][CH2:18][CH2:19][C:14]=2[C:13]=1[C:21]([NH2:23])=[O:22])=[O:10]. The yield is 0.410. (3) The reactants are [C:1]([O:4][CH:5]1[C:9]2=[N:10][CH:11]=[C:12]([N+:29]([O-])=O)[C:13]([N:14]3[CH2:19][C@H:18]([CH3:20])[CH2:17][C@H:16]([NH:21][C:22]([O:24][C:25]([CH3:28])([CH3:27])[CH3:26])=[O:23])[CH2:15]3)=[C:8]2[CH2:7][CH2:6]1)(=[O:3])[CH3:2].CC(O)=O. The catalyst is CCOC(C)=O.[Fe]. The product is [C:1]([O:4][CH:5]1[C:9]2=[N:10][CH:11]=[C:12]([NH2:29])[C:13]([N:14]3[CH2:19][C@H:18]([CH3:20])[CH2:17][C@H:16]([NH:21][C:22]([O:24][C:25]([CH3:28])([CH3:27])[CH3:26])=[O:23])[CH2:15]3)=[C:8]2[CH2:7][CH2:6]1)(=[O:3])[CH3:2]. The yield is 0.960.